From a dataset of Catalyst prediction with 721,799 reactions and 888 catalyst types from USPTO. Predict which catalyst facilitates the given reaction. Reactant: [H-].[Na+].[CH3:3][O:4][C:5]([C:7]1[CH:15]=[C:14]2[C:10]([C:11]([CH2:16][CH3:17])=[N:12][NH:13]2)=[CH:9][CH:8]=1)=[O:6].[CH:18]1(Br)[CH2:22][CH2:21][CH2:20][CH2:19]1.O. Product: [CH3:3][O:4][C:5]([C:7]1[CH:15]=[C:14]2[C:10]([C:11]([CH2:16][CH3:17])=[N:12][N:13]2[CH:18]2[CH2:22][CH2:21][CH2:20][CH2:19]2)=[CH:9][CH:8]=1)=[O:6]. The catalyst class is: 3.